Binary Classification. Given a drug SMILES string, predict its activity (active/inactive) in a high-throughput screening assay against a specified biological target. From a dataset of Tyrosyl-DNA phosphodiesterase HTS with 341,365 compounds. (1) The molecule is Clc1c(SCC(=O)N(c2c(n(Cc3ccccc3)c(=O)[nH]c2=O)N)CCOC)ncc(c1)C(F)(F)F. The result is 0 (inactive). (2) The compound is ClC(Cl)(Cl)C(NC(=S)Nc1ccc(OC)cc1)NC(OCC)=O. The result is 0 (inactive). (3) The compound is s1c2CCCCc2nc1NC(=O)c1[nH]n2C(CC(N=c2c1)C1CC1)C(F)(F)F. The result is 0 (inactive).